Dataset: Rat liver microsome stability data. Task: Regression/Classification. Given a drug SMILES string, predict its absorption, distribution, metabolism, or excretion properties. Task type varies by dataset: regression for continuous measurements (e.g., permeability, clearance, half-life) or binary classification for categorical outcomes (e.g., BBB penetration, CYP inhibition). Dataset: rlm. (1) The compound is Fc1cc(Nc2nc(-c3ccncc3)nc3ccccc23)ccc1-n1cncn1. The result is 1 (stable in rat liver microsomes). (2) The drug is NC(=O)C1CCN(c2nc(-c3ccc(Cl)cc3)cs2)CC1. The result is 1 (stable in rat liver microsomes).